This data is from Full USPTO retrosynthesis dataset with 1.9M reactions from patents (1976-2016). The task is: Predict the reactants needed to synthesize the given product. (1) Given the product [Cl:29][C:30]1[CH:31]=[C:32]([N:16]2[C:17]([CH2:19][OH:20])=[N:18][C:14]([CH2:13][N:11]3[C:10](=[O:21])[N:9]([CH2:22][C@H:23]([OH:28])[C:24]([F:25])([F:27])[F:26])[C:8]([C:5]4[CH:4]=[CH:3][C:2]([Cl:1])=[CH:7][CH:6]=4)=[N:12]3)=[N:15]2)[CH:33]=[C:34]([F:36])[CH:35]=1, predict the reactants needed to synthesize it. The reactants are: [Cl:1][C:2]1[CH:7]=[CH:6][C:5]([C:8]2[N:9]([CH2:22][C@H:23]([OH:28])[C:24]([F:27])([F:26])[F:25])[C:10](=[O:21])[N:11]([CH2:13][C:14]3[N:18]=[C:17]([CH2:19][OH:20])[NH:16][N:15]=3)[N:12]=2)=[CH:4][CH:3]=1.[Cl:29][C:30]1[CH:31]=[C:32](B(O)O)[CH:33]=[C:34]([F:36])[CH:35]=1.B(O)O. (2) Given the product [NH2:1][C:2]1[CH:9]=[C:8]([O:10][CH3:11])[C:7]([Br:12])=[CH:6][C:3]=1[CH:4]=[O:5], predict the reactants needed to synthesize it. The reactants are: [NH2:1][C:2]1[CH:9]=[C:8]([O:10][CH3:11])[CH:7]=[CH:6][C:3]=1[CH:4]=[O:5].[Br:12]N1C(=O)CCC1=O. (3) Given the product [CH:1]1([N:6]2[CH2:12][C:11]([F:13])([F:14])[C:10](=[O:15])[N:9]([CH3:16])[C:8]3[CH:17]=[N:18][C:19]([NH:21][C:22]4[CH:30]=[CH:29][C:25]([C:26]([NH:48][C@@H:43]5[CH2:44][CH2:45][CH2:46][NH:47][CH2:42]5)=[O:28])=[CH:24][C:23]=4[O:31][CH3:32])=[N:20][C:7]2=3)[CH2:5][CH2:4][CH2:3][CH2:2]1, predict the reactants needed to synthesize it. The reactants are: [CH:1]1([N:6]2[CH2:12][C:11]([F:14])([F:13])[C:10](=[O:15])[N:9]([CH3:16])[C:8]3[CH:17]=[N:18][C:19]([NH:21][C:22]4[CH:30]=[CH:29][C:25]([C:26]([OH:28])=O)=[CH:24][C:23]=4[O:31][CH3:32])=[N:20][C:7]2=3)[CH2:5][CH2:4][CH2:3][CH2:2]1.CN(C(ON1N=[N:48][C:43]2[CH:44]=[CH:45][CH:46]=[N:47][C:42]1=2)=[N+](C)C)C.F[P-](F)(F)(F)(F)F.N[C@@H]1CCCN(C(OC(C)(C)C)=O)C1. (4) Given the product [Cl:18][C:19]1[CH:20]=[CH:21][C:22]([O:34][CH3:35])=[C:23]([S:25]([N:28]2[CH2:29][CH2:30][N:31]([C:2]3[N:10]=[CH:9][N:8]=[C:7]4[C:3]=3[N:4]=[C:5]([C:12]3[CH:13]=[N:14][N:15]([CH3:17])[CH:16]=3)[N:6]4[CH3:11])[CH2:32][CH2:33]2)(=[O:26])=[O:27])[CH:24]=1, predict the reactants needed to synthesize it. The reactants are: Cl[C:2]1[N:10]=[CH:9][N:8]=[C:7]2[C:3]=1[N:4]=[C:5]([C:12]1[CH:13]=[N:14][N:15]([CH3:17])[CH:16]=1)[N:6]2[CH3:11].[Cl:18][C:19]1[CH:20]=[CH:21][C:22]([O:34][CH3:35])=[C:23]([S:25]([N:28]2[CH2:33][CH2:32][NH:31][CH2:30][CH2:29]2)(=[O:27])=[O:26])[CH:24]=1. (5) Given the product [ClH:28].[OH:1][CH2:2][C@@H:3]([NH:5][S:6]([C:9]1[CH:10]=[CH:11][C:12]([C:15]2[CH:20]=[CH:19][N:18]=[C:17]3[NH:21][C:22]([C:24]([F:26])([F:27])[F:25])=[CH:23][C:16]=23)=[CH:13][CH:14]=1)(=[O:7])=[O:8])[CH3:4], predict the reactants needed to synthesize it. The reactants are: [OH:1][CH2:2][C@@H:3]([NH:5][S:6]([C:9]1[CH:14]=[CH:13][C:12]([C:15]2[CH:20]=[CH:19][N:18]=[C:17]3[NH:21][C:22]([C:24]([F:27])([F:26])[F:25])=[CH:23][C:16]=23)=[CH:11][CH:10]=1)(=[O:8])=[O:7])[CH3:4].[ClH:28].C(OCC)C. (6) Given the product [Br:26][C:22]1[C:23]([F:25])=[CH:24][C:19]([N:15]2[C:16]3[C:11](=[CH:10][C:9]([S:8]([O:51][C:42]4[C:41]([F:40])=[C:46]([F:47])[C:45]([F:48])=[C:44]([F:49])[C:43]=4[F:50])(=[O:37])=[O:59])=[CH:18][CH:17]=3)[CH:12]=[CH:13][C:14]2=[O:28])=[C:20]([CH3:27])[CH:21]=1, predict the reactants needed to synthesize it. The reactants are: C([S:8][C:9]1[CH:10]=[C:11]2[C:16](=[CH:17][CH:18]=1)[N:15]([C:19]1[CH:24]=[C:23]([F:25])[C:22]([Br:26])=[CH:21][C:20]=1[CH3:27])[C:14](=[O:28])[CH:13]=[CH:12]2)C1C=CC=CC=1.ClN1C(C)(C)C(=[O:37])N(Cl)C1=O.[F:40][C:41]1[C:46]([F:47])=[C:45]([F:48])[C:44]([F:49])=[C:43]([F:50])[C:42]=1[OH:51].C(N(CC)CC)C.[OH2:59].